Dataset: Full USPTO retrosynthesis dataset with 1.9M reactions from patents (1976-2016). Task: Predict the reactants needed to synthesize the given product. (1) The reactants are: [O:1]=[S:2]1(=[O:15])[C:7]2[CH:8]=[CH:9][CH:10]=[CH:11][C:6]=2[N:5]2[CH2:12][CH2:13][CH2:14][C:4]2=[N:3]1. Given the product [O:15]=[S:2]1(=[O:1])[C:7]2[CH:8]=[CH:9][CH:10]=[CH:11][C:6]=2[N:5]2[CH2:12][CH2:13][CH2:14][C@@H:4]2[NH:3]1, predict the reactants needed to synthesize it. (2) Given the product [CH2:1]([O:8][C:9]1[CH:14]=[CH:13][C:12]([CH2:15][CH2:16][NH2:25])=[C:11]([O:20][CH2:21][O:22][CH3:23])[CH:10]=1)[C:2]1[CH:7]=[CH:6][CH:5]=[CH:4][CH:3]=1, predict the reactants needed to synthesize it. The reactants are: [CH2:1]([O:8][C:9]1[CH:14]=[CH:13][C:12]([CH2:15][CH2:16]C(N)=O)=[C:11]([O:20][CH2:21][O:22][CH3:23])[CH:10]=1)[C:2]1[CH:7]=[CH:6][CH:5]=[CH:4][CH:3]=1.Br[N:25]1C(=O)CCC1=O.[OH-].[K+]. (3) The reactants are: C[O:2][C:3]1[CH:19]=[CH:18][C:6]2[CH:7]3[C:14]4([CH2:15][CH2:16][C:5]=2[CH:4]=1)[CH:10]([CH2:11][N:12]([CH3:17])[CH2:13]4)[CH2:9][CH2:8]3.B(Cl)(Cl)Cl. Given the product [CH3:17][N:12]1[CH2:13][C:14]23[CH:7]([CH2:8][CH2:9][CH:10]2[CH2:11]1)[C:6]1[CH:18]=[CH:19][C:3]([OH:2])=[CH:4][C:5]=1[CH2:16][CH2:15]3, predict the reactants needed to synthesize it.